Dataset: Forward reaction prediction with 1.9M reactions from USPTO patents (1976-2016). Task: Predict the product of the given reaction. (1) Given the reactants [O:1]1[CH2:4][CH:3]([N:5]2[CH:9]=[C:8]([C:10]([O:12][CH2:13][CH3:14])=[O:11])[N:7]=[CH:6]2)[CH2:2]1.[O-]P([O-])([O-])=O.[K+].[K+].[K+].C1C(=O)N([Br:30])C(=O)C1, predict the reaction product. The product is: [Br:30][C:6]1[N:5]([CH:3]2[CH2:4][O:1][CH2:2]2)[CH:9]=[C:8]([C:10]([O:12][CH2:13][CH3:14])=[O:11])[N:7]=1. (2) Given the reactants C([C:5]1[C:6]([NH2:43])=[C:7]([CH:11]=[CH:12][C:13]=1[C@H:14]([NH:17][C:18]([N:20]1[C:26](=[O:27])[C@@H:25]([CH2:28][C:29]2[CH:34]=[C:33]([Cl:35])[CH:32]=[CH:31][C:30]=2[O:36][CH3:37])[CH2:24][NH:23][C:22](=[N:38][NH:39][C:40](=O)[CH3:41])[CH2:21]1)=[O:19])[CH2:15][CH3:16])[C:8]([OH:10])=[O:9])(C)(C)C, predict the reaction product. The product is: [NH2:43][C:6]1[CH:5]=[C:13]([C@H:14]([NH:17][C:18]([N:20]2[C:26](=[O:27])[C@@H:25]([CH2:28][C:29]3[CH:34]=[C:33]([Cl:35])[CH:32]=[CH:31][C:30]=3[O:36][CH3:37])[CH2:24][N:23]3[C:40]([CH3:41])=[N:39][N:38]=[C:22]3[CH2:21]2)=[O:19])[CH2:15][CH3:16])[CH:12]=[CH:11][C:7]=1[C:8]([O:10][C:7]([CH3:11])([CH3:8])[CH3:6])=[O:9]. (3) Given the reactants [CH2:1]([O:3][C:4](=[O:18])[NH:5][C:6]1[CH:7]=[CH:8][C:9]2[C:15](=[O:16])[CH2:14][CH2:13][CH2:12][CH2:11][C:10]=2[CH:17]=1)[CH3:2].C([Li])CCC.O1C[C@@H]1[CH2:27][NH:28][C:29](=[O:31])[CH3:30], predict the reaction product. The product is: [O:18]=[C:4]1[N:5]([C:6]2[CH:7]=[CH:8][C:9]3[C:15](=[O:16])[CH2:14][CH2:13][CH2:12][CH2:11][C:10]=3[CH:17]=2)[CH2:2][CH:1]([CH2:27][NH:28][C:29](=[O:31])[CH3:30])[O:3]1. (4) Given the reactants [CH3:1][C:2]1[C:8](=[O:9])[NH:7][C:5](=[O:6])[N:4]([C@@H:10]2[O:14][C@H:13]([CH2:15][OH:16])[CH:12]=[CH:11]2)[CH:3]=1.CN1C(=O)N(C)CCC1.O, predict the reaction product. The product is: [C@@H:10]1([N:4]2[CH:3]=[C:2]([CH3:1])[C:8](=[O:9])[NH:7][C:5]2=[O:6])[O:14][C@H:13]([CH2:15][OH:16])[CH:12]=[CH:11]1.